This data is from Full USPTO retrosynthesis dataset with 1.9M reactions from patents (1976-2016). The task is: Predict the reactants needed to synthesize the given product. (1) Given the product [CH:35]1([O:1][C:2]2[CH:3]=[CH:4][C:5]([N:8]3[C:13](=[O:14])[C:12]([CH2:15][C:16]4[CH:21]=[CH:20][C:19]([C:22]5[C:23]([C:28]#[N:29])=[CH:24][CH:25]=[CH:26][CH:27]=5)=[CH:18][CH:17]=4)=[C:11]([CH2:30][CH2:31][CH3:32])[N:10]=[C:9]3[CH3:33])=[CH:6][CH:7]=2)[CH2:37][CH2:36]1, predict the reactants needed to synthesize it. The reactants are: [OH:1][C:2]1[CH:7]=[CH:6][C:5]([N:8]2[C:13](=[O:14])[C:12]([CH2:15][C:16]3[CH:21]=[CH:20][C:19]([C:22]4[C:23]([C:28]#[N:29])=[CH:24][CH:25]=[CH:26][CH:27]=4)=[CH:18][CH:17]=3)=[C:11]([CH2:30][CH2:31][CH3:32])[N:10]=[C:9]2[CH3:33])=[CH:4][CH:3]=1.Br[CH:35]1[CH2:37][CH2:36]1.C(=O)([O-])[O-].[Cs+].[Cs+].C(OCC)(=O)C. (2) Given the product [Cl:1][C:2]1[S:3][C:4]([Cl:31])=[C:5]([CH:22]([C:24]2[CH:29]=[CH:28][CH:27]=[C:26]([Cl:30])[CH:25]=2)[OH:23])[C:6]=1[C:7]([NH:9][C@H:10]([C:12]1[CH:13]=[CH:14][C:15]([C:16]([OH:18])=[O:17])=[CH:20][CH:21]=1)[CH3:11])=[O:8], predict the reactants needed to synthesize it. The reactants are: [Cl:1][C:2]1[S:3][C:4]([Cl:31])=[C:5]([CH:22]([C:24]2[CH:29]=[CH:28][CH:27]=[C:26]([Cl:30])[CH:25]=2)[OH:23])[C:6]=1[C:7]([NH:9][C@H:10]([C:12]1[CH:21]=[CH:20][C:15]([C:16]([O:18]C)=[O:17])=[CH:14][CH:13]=1)[CH3:11])=[O:8].Cl.